Task: Predict the reaction yield, written as a fraction of the theoretical maximum amount of product (1.0 means a 100% yield; for example, 0.34 means a 34% yield).. Dataset: Reaction yield outcomes from USPTO patents with 853,638 reactions (1) The reactants are [Cl:1][C:2]1[N:3]=[C:4](Cl)[C:5]2[CH2:10][CH2:9][CH:8]([C:11]3[CH:16]=[C:15]([F:17])[C:14](F)=[C:13]([F:19])[CH:12]=3)[C:6]=2[N:7]=1.[CH3:21][NH2:22]. The catalyst is CO. The product is [Cl:1][C:2]1[N:3]=[C:4]([NH:22][CH3:21])[C:5]2[CH2:10][CH2:9][CH:8]([C:11]3[CH:12]=[C:13]([F:19])[CH:14]=[C:15]([F:17])[CH:16]=3)[C:6]=2[N:7]=1. The yield is 0.305. (2) The reactants are [CH2:1]([N:3]([C:12]1[CH:13]=[CH:14][C:15]([CH3:28])=[C:16]2[C:20]=1[NH:19][C:18]([C:21]1[S:22][C:23]([CH2:26]O)=[CH:24][N:25]=1)=[CH:17]2)[S:4]([C:7]1[S:8][CH:9]=[CH:10][CH:11]=1)(=[O:6])=[O:5])[CH3:2].S(Cl)([Cl:31])=O. The catalyst is O1CCCC1.CN(C)C=O.C(OCC)(=O)C. The product is [CH2:1]([N:3]([C:12]1[CH:13]=[CH:14][C:15]([CH3:28])=[C:16]2[C:20]=1[NH:19][C:18]([C:21]1[S:22][C:23]([CH2:26][Cl:31])=[CH:24][N:25]=1)=[CH:17]2)[S:4]([C:7]1[S:8][CH:9]=[CH:10][CH:11]=1)(=[O:6])=[O:5])[CH3:2]. The yield is 0.930. (3) The reactants are C(N(CC)CC)C.[Br:8][C:9]1[C:17]2[C:16](Cl)=[N:15][CH:14]=[N:13][C:12]=2[N:11]([S:19]([C:22]2[CH:28]=[CH:27][C:25]([CH3:26])=[CH:24][CH:23]=2)(=[O:21])=[O:20])[CH:10]=1.[C:29]([O:33][C:34]([NH:36][C:37]1([C:43]([O:45][CH3:46])=[O:44])[CH2:42][CH2:41][NH:40][CH2:39][CH2:38]1)=[O:35])([CH3:32])([CH3:31])[CH3:30]. The catalyst is CC(N(C)C)=O. The product is [Br:8][C:9]1[C:17]2[C:16]([N:40]3[CH2:41][CH2:42][C:37]([NH:36][C:34]([O:33][C:29]([CH3:32])([CH3:31])[CH3:30])=[O:35])([C:43]([O:45][CH3:46])=[O:44])[CH2:38][CH2:39]3)=[N:15][CH:14]=[N:13][C:12]=2[N:11]([S:19]([C:22]2[CH:28]=[CH:27][C:25]([CH3:26])=[CH:24][CH:23]=2)(=[O:21])=[O:20])[CH:10]=1. The yield is 0.697. (4) The reactants are Br[C:2]([C:16]1[CH:21]=[CH:20][CH:19]=[CH:18][CH:17]=1)=[C:3]([C:10]1[CH:15]=[CH:14][CH:13]=[CH:12][CH:11]=1)[C:4]1[CH:9]=[CH:8][CH:7]=[CH:6][CH:5]=1.[Mg].II.BrC1C=CC=CC=1.Cl[P:33]([CH:40]1[CH2:45][CH2:44][CH2:43][CH2:42][CH2:41]1)[CH:34]1[CH2:39][CH2:38][CH2:37][CH2:36][CH2:35]1. The product is [C:16]1([C:2]([P:33]([CH:40]2[CH2:41][CH2:42][CH2:43][CH2:44][CH2:45]2)[CH:34]2[CH2:39][CH2:38][CH2:37][CH2:36][CH2:35]2)=[C:3]([C:10]2[CH:15]=[CH:14][CH:13]=[CH:12][CH:11]=2)[C:4]2[CH:9]=[CH:8][CH:7]=[CH:6][CH:5]=2)[CH:21]=[CH:20][CH:19]=[CH:18][CH:17]=1. The yield is 0.590. The catalyst is [Cu](Cl)Cl.CCCCCCC.C1COCC1. (5) The reactants are Cl.C[O:3][C:4](=[O:39])[C:5]1[CH:10]=[CH:9][C:8]([CH2:11][O:12][C:13]2[CH:18]=[CH:17][C:16]([CH2:19][C@H:20]([NH2:38])[C:21]3[N:22]([CH2:34][CH2:35][CH2:36][CH3:37])[CH:23]=[C:24]([C:26]4[CH:31]=[CH:30][C:29]([Cl:32])=[CH:28][C:27]=4[Cl:33])[N:25]=3)=[CH:15][CH:14]=2)=[CH:7][CH:6]=1.[O:40]([C:47]1[CH:55]=[CH:54][C:50]([C:51](O)=[O:52])=[CH:49][CH:48]=1)[C:41]1[CH:46]=[CH:45][CH:44]=[CH:43][CH:42]=1. No catalyst specified. The product is [CH2:34]([N:22]1[CH:23]=[C:24]([C:26]2[CH:31]=[CH:30][C:29]([Cl:32])=[CH:28][C:27]=2[Cl:33])[N:25]=[C:21]1[C@@H:20]([NH:38][C:51](=[O:52])[C:50]1[CH:49]=[CH:48][C:47]([O:40][C:41]2[CH:46]=[CH:45][CH:44]=[CH:43][CH:42]=2)=[CH:55][CH:54]=1)[CH2:19][C:16]1[CH:15]=[CH:14][C:13]([O:12][CH2:11][C:8]2[CH:9]=[CH:10][C:5]([C:4]([OH:3])=[O:39])=[CH:6][CH:7]=2)=[CH:18][CH:17]=1)[CH2:35][CH2:36][CH3:37]. The yield is 0.640.